This data is from Forward reaction prediction with 1.9M reactions from USPTO patents (1976-2016). The task is: Predict the product of the given reaction. (1) Given the reactants [CH:1]1([C:4]2[CH:5]=[CH:6][C:7]([C:15]([OH:17])=O)=[N:8][C:9]=2[O:10][CH2:11][CH:12]2[CH2:14][CH2:13]2)[CH2:3][CH2:2]1.[NH2:18][C:19]1([CH2:23][C:24]([N:26]([CH3:28])[CH3:27])=[O:25])[CH2:22][O:21][CH2:20]1, predict the reaction product. The product is: [CH3:28][N:26]([CH3:27])[C:24]([CH2:23][C:19]1([NH:18][C:15]([C:7]2[CH:6]=[CH:5][C:4]([CH:1]3[CH2:2][CH2:3]3)=[C:9]([O:10][CH2:11][CH:12]3[CH2:13][CH2:14]3)[N:8]=2)=[O:17])[CH2:20][O:21][CH2:22]1)=[O:25]. (2) Given the reactants [CH2:1]([N:5]([CH2:36][CH2:37][CH2:38][CH3:39])[C:6]([C:8]1[N:9]=[C:10]([C:14]2[CH:23]=[CH:22][C:17]([C:18]([O:20][CH3:21])=[O:19])=[CH:16][C:15]=2[C:24]([N:26]2[CH2:35][CH2:34][C:33]3[C:28](=[CH:29][CH:30]=[CH:31][CH:32]=3)[CH2:27]2)=[O:25])[N:11]([CH3:13])[CH:12]=1)=[O:7])[CH2:2][CH2:3][CH3:4].C(N(CCCC)C(C1N=C(C2C=CC(C(OC)=O)=CC=2C(N2CCC3C(=CC=CC=3)C2)=O)NC=1)=O)CCC.[C:78]([O:82][C:83](=[O:86])CBr)([CH3:81])([CH3:80])[CH3:79], predict the reaction product. The product is: [C:78]([O:82][C:83](=[O:86])[CH2:13][N:11]1[CH:12]=[C:8]([C:6](=[O:7])[N:5]([CH2:1][CH2:2][CH2:3][CH3:4])[CH2:36][CH2:37][CH2:38][CH3:39])[N:9]=[C:10]1[C:14]1[CH:23]=[CH:22][C:17]([C:18]([O:20][CH3:21])=[O:19])=[CH:16][C:15]=1[C:24]([N:26]1[CH2:35][CH2:34][C:33]2[C:28](=[CH:29][CH:30]=[CH:31][CH:32]=2)[CH2:27]1)=[O:25])([CH3:81])([CH3:80])[CH3:79].